Task: Predict the reaction yield, written as a fraction of the theoretical maximum amount of product (1.0 means a 100% yield; for example, 0.34 means a 34% yield).. Dataset: Reaction yield outcomes from USPTO patents with 853,638 reactions The reactants are [NH2:1][C:2]1[N:7]=[CH:6][N:5]=[C:4]([NH:8][C:9]2[CH:14]=[CH:13][C:12]([CH2:15][C:16](N(OC)C)=[O:17])=[CH:11][CH:10]=2)[C:3]=1[C:22]1[CH:27]=[CH:26][C:25]([O:28][C:29]2[CH:34]=[CH:33][CH:32]=[CH:31][CH:30]=2)=[CH:24][CH:23]=1.[CH2:35]1[CH2:39]OC[CH2:36]1.C([Mg]Br)#CC. No catalyst specified. The product is [NH2:1][C:2]1[N:7]=[CH:6][N:5]=[C:4]([NH:8][C:9]2[CH:14]=[CH:13][C:12]([CH2:15][C:16](=[O:17])[C:36]#[C:35][CH3:39])=[CH:11][CH:10]=2)[C:3]=1[C:22]1[CH:27]=[CH:26][C:25]([O:28][C:29]2[CH:30]=[CH:31][CH:32]=[CH:33][CH:34]=2)=[CH:24][CH:23]=1. The yield is 0.170.